The task is: Predict the reaction yield, written as a fraction of the theoretical maximum amount of product (1.0 means a 100% yield; for example, 0.34 means a 34% yield).. This data is from Reaction yield outcomes from USPTO patents with 853,638 reactions. (1) The reactants are [CH3:1][O:2][C:3]1[CH:8]=[C:7]([Cl:9])[N:6]=[C:5]([C:10]([OH:12])=O)[CH:4]=1.C1N=C[N:15](C(N2C=NC=C2)=O)C=1.[NH4+].[OH-].O. The catalyst is CN(C=O)C.C(Cl)Cl. The product is [Cl:9][C:7]1[N:6]=[C:5]([C:10]([NH2:15])=[O:12])[CH:4]=[C:3]([O:2][CH3:1])[CH:8]=1. The yield is 0.610. (2) The reactants are Br[C:2]1[N:3]=[C:4]([NH:10][C:11]2[CH:16]=[CH:15][C:14]([CH:17]3[CH2:22][CH2:21][N:20]([CH3:23])[CH2:19][CH2:18]3)=[CH:13][CH:12]=2)[C:5](=[O:9])[N:6]([CH3:8])[CH:7]=1.[C:24]([O:27][CH2:28][C:29]1[C:34]([N:35]2[CH2:46][CH2:45][N:44]3[C:37](=[CH:38][C:39]4[CH2:40][C:41]([CH3:48])([CH3:47])[CH2:42][C:43]=43)[C:36]2=[O:49])=[CH:33][C:32]([F:50])=[CH:31][C:30]=1B1OC(C)(C)C(C)(C)O1)(=[O:26])[CH3:25]. No catalyst specified. The product is [C:24]([O:27][CH2:28][C:29]1[C:30]([C:2]2[N:3]=[C:4]([NH:10][C:11]3[CH:16]=[CH:15][C:14]([CH:17]4[CH2:22][CH2:21][N:20]([CH3:23])[CH2:19][CH2:18]4)=[CH:13][CH:12]=3)[C:5](=[O:9])[N:6]([CH3:8])[CH:7]=2)=[CH:31][C:32]([F:50])=[CH:33][C:34]=1[N:35]1[CH2:46][CH2:45][N:44]2[C:37](=[CH:38][C:39]3[CH2:40][C:41]([CH3:48])([CH3:47])[CH2:42][C:43]=32)[C:36]1=[O:49])(=[O:26])[CH3:25]. The yield is 0.810. (3) The reactants are [OH:1][C:2]1[CH:7]=[CH:6][C:5]([Br:8])=[CH:4][N:3]=1.CCOC(/N=N/C(OCC)=O)=O.C(P(CCCC)CCCC)CCC.[CH:34]1([CH:37](O)[CH3:38])[CH2:36][CH2:35]1. The catalyst is C1COCC1. The product is [Br:8][C:5]1[CH:6]=[CH:7][C:2](=[O:1])[N:3]([CH:37]([CH:34]2[CH2:36][CH2:35]2)[CH3:38])[CH:4]=1. The yield is 0.240. (4) The reactants are C([O:4][C:5]1[CH:10]=[C:9]([Br:11])[CH:8]=[C:7]([CH2:12][C:13]2[CH:18]=[CH:17][C:16]([O:19][CH3:20])=[CH:15][CH:14]=2)[C:6]=1[Cl:21])C=C.C(N(CC)[C:25]1[CH:30]=CC=C[CH:26]=1)C. No catalyst specified. The product is [CH2:30]([C:10]1[C:9]([Br:11])=[CH:8][C:7]([CH2:12][C:13]2[CH:14]=[CH:15][C:16]([O:19][CH3:20])=[CH:17][CH:18]=2)=[C:6]([Cl:21])[C:5]=1[OH:4])[CH:25]=[CH2:26]. The yield is 0.910. (5) The reactants are Cl.[NH2:2][OH:3].[CH3:4][O:5][CH2:6][O:7][C:8]1[CH:13]=[CH:12][C:11]([C:14](=O)[CH2:15][CH2:16][CH3:17])=[CH:10][CH:9]=1.N1C=CC=CC=1. The catalyst is C(O)C. The product is [CH3:4][O:5][CH2:6][O:7][C:8]1[CH:13]=[CH:12][C:11]([C:14](=[N:2][OH:3])[CH2:15][CH2:16][CH3:17])=[CH:10][CH:9]=1. The yield is 0.770. (6) The reactants are [CH2:1]([C@H:8]([C:31](N1[C@@H](C(C)C)COC1=O)=[O:32])[C@@H:9]([CH:11]1[CH2:15][C@@H:14]([O:16][CH2:17][C:18]2[CH:23]=[CH:22][CH:21]=[CH:20][CH:19]=2)[CH2:13][N:12]1[C:24]([O:26][C:27]([CH3:30])([CH3:29])[CH3:28])=[O:25])[OH:10])[C:2]1[CH:7]=[CH:6][CH:5]=[CH:4][CH:3]=1.[OH:42]O.O[Li].O. The catalyst is C1COCC1.O.O. The product is [CH2:1]([C@@H:8]([C@@H:9]([CH:11]1[CH2:15][C@@H:14]([O:16][CH2:17][C:18]2[CH:23]=[CH:22][CH:21]=[CH:20][CH:19]=2)[CH2:13][N:12]1[C:24]([O:26][C:27]([CH3:29])([CH3:28])[CH3:30])=[O:25])[OH:10])[C:31]([OH:42])=[O:32])[C:2]1[CH:3]=[CH:4][CH:5]=[CH:6][CH:7]=1. The yield is 0.670. (7) The reactants are [OH-:1].[Na+].C(OC(=O)[N:9]([N:22]1[C:31](=[O:32])[C:30]2[C:25](=[C:26]([Br:34])[CH:27]=[C:28]([CH3:33])[CH:29]=2)[N:24]=[CH:23]1)[C:10]1[CH:15]=[C:14]([Cl:16])[CH:13]=[CH:12][C:11]=1[S:17]([CH2:20][CH3:21])(=[O:19])=[O:18])(C)(C)C.Cl. The catalyst is C1COCC1.O. The product is [Br:34][C:26]1[CH:27]=[C:28]([CH3:33])[CH:29]=[C:30]2[C:25]=1[NH:24][C:23](=[O:1])[N:22]([NH:9][C:10]1[CH:15]=[C:14]([Cl:16])[CH:13]=[CH:12][C:11]=1[S:17]([CH2:20][CH3:21])(=[O:19])=[O:18])[C:31]2=[O:32]. The yield is 0.680.